The task is: Predict the reactants needed to synthesize the given product.. This data is from Full USPTO retrosynthesis dataset with 1.9M reactions from patents (1976-2016). (1) The reactants are: [Cl:1][C:2]1[N:7]=[C:6](Cl)[C:5]([N+:9]([O-:11])=[O:10])=[CH:4][N:3]=1.[F:12][C:13]1([F:27])[CH2:17][CH2:16][C@@H:15]([NH:18][CH2:19][C:20]([CH3:26])([CH3:25])[C:21]([O:23][CH3:24])=[O:22])[CH2:14]1.C(=O)(O)[O-].[Na+]. Given the product [Cl:1][C:2]1[N:7]=[C:6]([N:18]([C@@H:15]2[CH2:16][CH2:17][C:13]([F:12])([F:27])[CH2:14]2)[CH2:19][C:20]([CH3:26])([CH3:25])[C:21]([O:23][CH3:24])=[O:22])[C:5]([N+:9]([O-:11])=[O:10])=[CH:4][N:3]=1, predict the reactants needed to synthesize it. (2) Given the product [Cl:14][C:15]1[CH:16]=[C:17]([N+:22]([O-:24])=[O:23])[CH:18]=[CH:19][C:20]=1[O:13][C:9]1[CH:8]=[C:7]([C:4]2[O:5][CH:6]=[C:2]([CH3:1])[N:3]=2)[CH:12]=[CH:11][CH:10]=1, predict the reactants needed to synthesize it. The reactants are: [CH3:1][C:2]1[N:3]=[C:4]([C:7]2[CH:8]=[C:9]([OH:13])[CH:10]=[CH:11][CH:12]=2)[O:5][CH:6]=1.[Cl:14][C:15]1[CH:16]=[C:17]([N+:22]([O-:24])=[O:23])[CH:18]=[CH:19][C:20]=1F.C(=O)([O-])[O-].[K+].[K+]. (3) Given the product [Cl:1][C:2]1[CH:7]=[CH:6][C:5]([NH:8][C:23](=[O:24])[C:22]2[CH:26]=[CH:27][CH:28]=[CH:29][C:21]=2[C:20]([F:19])([F:30])[F:31])=[CH:4][C:3]=1[C:9]1[O:10][C:11]2[CH:17]=[C:16]([Cl:18])[CH:15]=[CH:14][C:12]=2[N:13]=1, predict the reactants needed to synthesize it. The reactants are: [Cl:1][C:2]1[CH:7]=[CH:6][C:5]([NH2:8])=[CH:4][C:3]=1[C:9]1[O:10][C:11]2[CH:17]=[C:16]([Cl:18])[CH:15]=[CH:14][C:12]=2[N:13]=1.[F:19][C:20]([F:31])([F:30])[C:21]1[CH:29]=[CH:28][CH:27]=[CH:26][C:22]=1[C:23](Cl)=[O:24].